From a dataset of Forward reaction prediction with 1.9M reactions from USPTO patents (1976-2016). Predict the product of the given reaction. (1) Given the reactants [Cl:1][C:2]1[C:11]2[C:6](=[CH:7][C:8]([OH:12])=[CH:9][CH:10]=2)[C:5]([CH3:13])=[N:4][N:3]=1.[CH2:14](Br)[C:15]#[CH:16].C([O-])([O-])=O.[K+].[K+].CC(C)=O, predict the reaction product. The product is: [Cl:1][C:2]1[C:11]2[C:6](=[CH:7][C:8]([O:12][CH2:16][C:15]#[CH:14])=[CH:9][CH:10]=2)[C:5]([CH3:13])=[N:4][N:3]=1. (2) Given the reactants [F:1][C:2]([F:19])([F:18])[C:3]([N:5]1[CH2:11][C@@H:10]([CH3:12])[C:9]2[CH:13]=[C:14]([Cl:17])[CH:15]=[CH:16][C:8]=2[CH2:7][CH2:6]1)=[O:4].[B-](F)(F)(F)[F:21].[B-](F)(F)(F)F.C1[N+]2(CCl)CC[N+](F)(CC2)C1.FC(F)(F)S(O)(=O)=O.O, predict the reaction product. The product is: [F:19][C:2]([F:18])([F:1])[C:3]([N:5]1[CH2:11][C@@H:10]([CH3:12])[C:9]2[C:13]([F:21])=[C:14]([Cl:17])[CH:15]=[CH:16][C:8]=2[CH2:7][CH2:6]1)=[O:4]. (3) Given the reactants [NH2:1][C:2]1[CH:3]=[N:4][CH:5]=[CH:6][C:7]=1[C@H:8]1[CH2:13][C@@H:12]([NH:14][C:15](=[O:21])[O:16][C:17]([CH3:20])([CH3:19])[CH3:18])[CH:11]=[C:10]([CH3:22])[CH2:9]1.[C:23](N1C=CN=C1)(N1C=CN=C1)=[S:24], predict the reaction product. The product is: [N:1]([C:2]1[CH:3]=[N:4][CH:5]=[CH:6][C:7]=1[C@H:8]1[CH2:13][C@@H:12]([NH:14][C:15](=[O:21])[O:16][C:17]([CH3:18])([CH3:20])[CH3:19])[CH:11]=[C:10]([CH3:22])[CH2:9]1)=[C:23]=[S:24]. (4) Given the reactants [CH2:1]([N:8]1[C:12]([C:13]([F:16])([F:15])[F:14])=[C:11]([C:17]([OH:19])=O)[N:10]=[N:9]1)[C:2]1[CH:7]=[CH:6][CH:5]=[CH:4][CH:3]=1.[CH3:20][CH:21]([CH3:39])[CH2:22][CH2:23][NH:24][C:25]([C:27]1[N:28]=[N:29][C:30]([N:33]2[CH2:38][CH2:37][NH:36][CH2:35][CH2:34]2)=[CH:31][CH:32]=1)=[O:26], predict the reaction product. The product is: [CH3:20][CH:21]([CH3:39])[CH2:22][CH2:23][NH:24][C:25]([C:27]1[N:28]=[N:29][C:30]([N:33]2[CH2:38][CH2:37][N:36]([C:17]([C:11]3[N:10]=[N:9][N:8]([CH2:1][C:2]4[CH:3]=[CH:4][CH:5]=[CH:6][CH:7]=4)[C:12]=3[C:13]([F:14])([F:15])[F:16])=[O:19])[CH2:35][CH2:34]2)=[CH:31][CH:32]=1)=[O:26]. (5) The product is: [N:23]1([CH2:22][CH2:21][CH2:20][O:19][C:15]2[CH:14]=[C:13]3[C:18]([C@H:9]([C:5]4[CH:4]=[C:3]([OH:2])[CH:8]=[CH:7][CH:6]=4)[CH2:10][N:11]4[CH2:31][CH2:30][CH2:29][C@H:12]43)=[CH:17][CH:16]=2)[CH2:28][CH2:27][CH2:26][CH2:25][CH2:24]1. Given the reactants C[O:2][C:3]1[CH:4]=[C:5]([C@H:9]2[C:18]3[C:13](=[CH:14][C:15]([O:19][CH2:20][CH2:21][CH2:22][N:23]4[CH2:28][CH2:27][CH2:26][CH2:25][CH2:24]4)=[CH:16][CH:17]=3)[C@@H:12]3[CH2:29][CH2:30][CH2:31][N:11]3[CH2:10]2)[CH:6]=[CH:7][CH:8]=1.B(Br)(Br)Br, predict the reaction product. (6) Given the reactants [OH-:1].[Na+].Cl.[NH2:4]O.[CH3:6][C:7]([C:9]1[CH:14]=[CH:13][C:12]2[O:15][CH2:16][O:17][C:11]=2[CH:10]=1)=O, predict the reaction product. The product is: [O:15]1[C:12]2[CH:13]=[CH:14][C:9]([C:7](=[N:4][OH:1])[CH3:6])=[CH:10][C:11]=2[O:17][CH2:16]1. (7) Given the reactants Br[C:2]1[CH:7]=[CH:6][C:5]([C:8](=[O:28])[C:9]([C:11]2[CH:16]=[CH:15][CH:14]=[C:13]([C:17](=[O:27])[C:18]([C:20]3[CH:25]=[CH:24][C:23](Br)=[CH:22][CH:21]=3)=[O:19])[CH:12]=2)=[O:10])=[CH:4][CH:3]=1.[C:29]1([C:35]#[CH:36])[CH:34]=[CH:33][CH:32]=[CH:31][CH:30]=1.[CH2:37](N(CC)CC)[CH3:38].[C:57]1(P([C:57]2[CH:62]=[CH:61][CH:60]=[CH:59][CH:58]=2)[C:57]2[CH:62]=[CH:61][CH:60]=[CH:59][CH:58]=2)[CH:62]=[CH:61][CH:60]=[CH:59][CH:58]=1, predict the reaction product. The product is: [C:29]1([C:35]#[C:36][C:2]2[CH:7]=[CH:6][C:5]([C:8](=[O:28])[C:9]([C:11]3[CH:16]=[CH:15][CH:14]=[C:13]([C:17](=[O:27])[C:18]([C:20]4[CH:25]=[CH:24][C:23]([C:37]#[C:38][C:57]5[CH:58]=[CH:59][CH:60]=[CH:61][CH:62]=5)=[CH:22][CH:21]=4)=[O:19])[CH:12]=3)=[O:10])=[CH:4][CH:3]=2)[CH:34]=[CH:33][CH:32]=[CH:31][CH:30]=1. (8) The product is: [CH3:11][N:9]([CH3:10])[CH2:7][CH2:6][C:5]([CH2:12][O:13][CH2:14][CH2:15][CH2:16][CH2:17][CH2:18][CH2:19][CH2:20][CH3:21])([CH2:22][O:23][CH2:24][CH2:25][CH2:26][CH2:27][CH2:28][CH2:29][CH2:30][CH3:31])[CH2:4][CH2:3][N:2]([CH3:1])[CH3:33]. Given the reactants [CH3:1][N:2]([CH3:33])[C:3](=O)[CH2:4][C:5]([CH2:22][O:23][CH2:24][CH2:25][CH2:26][CH2:27][CH2:28][CH2:29][CH2:30][CH3:31])([CH2:12][O:13][CH2:14][CH2:15][CH2:16][CH2:17][CH2:18][CH2:19][CH2:20][CH3:21])[CH2:6][C:7]([N:9]([CH3:11])[CH3:10])=O.[H-].[H-].[H-].[H-].[Li+].[Al+3].C(OCC)(=O)C.[OH-].[Na+], predict the reaction product.